Dataset: Full USPTO retrosynthesis dataset with 1.9M reactions from patents (1976-2016). Task: Predict the reactants needed to synthesize the given product. Given the product [CH2:20]([O:10][C:6]1[CH:5]=[C:4]([CH:9]=[CH:8][CH:7]=1)[C:3]([O:2][CH3:1])=[O:11])[CH:19]=[CH2:18], predict the reactants needed to synthesize it. The reactants are: [CH3:1][O:2][C:3](=[O:11])[C:4]1[CH:9]=[CH:8][CH:7]=[C:6]([OH:10])[CH:5]=1.C(=O)([O-])[O-].[K+].[K+].[CH2:18](Br)[CH:19]=[CH2:20].C(OCC)(=O)C.